Dataset: Reaction yield outcomes from USPTO patents with 853,638 reactions. Task: Predict the reaction yield, written as a fraction of the theoretical maximum amount of product (1.0 means a 100% yield; for example, 0.34 means a 34% yield). (1) The reactants are [CH2:1]([O:3][C:4]1[N:9]=[CH:8][C:7]([NH:10][C:11](=[O:39])[CH2:12][C:13]2[CH:18]=[CH:17][C:16]([C:19]3[CH:20]=[N:21][C:22]([O:28]CC4C=CC(OC)=CC=4)=[C:23]([O:25][CH2:26][CH3:27])[CH:24]=3)=[CH:15][C:14]=2[F:38])=[CH:6][C:5]=1[C:40]([F:43])([F:42])[F:41])[CH3:2].C(O)(C(F)(F)F)=O.[OH-].[Na+].C(Cl)[Cl:54]. No catalyst specified. The product is [ClH:54].[CH2:1]([O:3][C:4]1[N:9]=[CH:8][C:7]([NH:10][C:11](=[O:39])[CH2:12][C:13]2[CH:18]=[CH:17][C:16]([C:19]3[CH:24]=[C:23]([O:25][CH2:26][CH3:27])[C:22](=[O:28])[NH:21][CH:20]=3)=[CH:15][C:14]=2[F:38])=[CH:6][C:5]=1[C:40]([F:41])([F:43])[F:42])[CH3:2]. The yield is 0.498. (2) The reactants are [Br:1][C:2]1[CH:15]=[CH:14][C:13]2[O:12][C@@H:11]3[C@H:6]([CH2:7][N:8]([CH2:16][C:17]4[CH:22]=[CH:21][C:20]([O:23][CH3:24])=[CH:19][CH:18]=4)[CH2:9][CH2:10]3)[C:5](=O)[C:4]=2[CH:3]=1.[C:26]1(C)C=CC=CC=1. The catalyst is C1COCC1.[CH3-].C[Al+]C.[CH-]1C=CC=C1.[CH-]1C=CC=C1.[Cl-].[Ti+3]. The product is [Br:1][C:2]1[CH:15]=[CH:14][C:13]2[O:12][C@@H:11]3[C@H:6]([CH2:7][N:8]([CH2:16][C:17]4[CH:22]=[CH:21][C:20]([O:23][CH3:24])=[CH:19][CH:18]=4)[CH2:9][CH2:10]3)[C:5](=[CH2:26])[C:4]=2[CH:3]=1. The yield is 1.01. (3) The reactants are Cl.CO[C:4](=[O:28])[C@@H:5]([NH:10][C:11](=[O:27])[C:12]1[CH:17]=[CH:16][C:15]([C:18]#[C:19][C:20]#[C:21][C@@H:22]2[CH2:24][C@H:23]2CO)=[CH:14][CH:13]=1)[C:6]([NH2:9])([CH3:8])[CH3:7].[O:29]1[CH2:33][CH2:32][CH2:31][CH2:30]1.[NH2:34][OH:35]. The catalyst is C(O)(C)C. The product is [NH2:9][C:6]([CH3:7])([CH3:8])[C@H:5]([NH:10][C:11](=[O:27])[C:12]1[CH:13]=[CH:14][C:15]([C:18]#[C:19][C:20]#[C:21][C:22]2([C@@H:31]3[CH2:30][C@H:32]3[CH2:33][OH:29])[CH2:23][CH2:24]2)=[CH:16][CH:17]=1)[C:4]([NH:34][OH:35])=[O:28]. The yield is 0.440.